Dataset: Peptide-MHC class I binding affinity with 185,985 pairs from IEDB/IMGT. Task: Regression. Given a peptide amino acid sequence and an MHC pseudo amino acid sequence, predict their binding affinity value. This is MHC class I binding data. The peptide sequence is YTYPCIPEY. The MHC is HLA-A03:01 with pseudo-sequence HLA-A03:01. The binding affinity (normalized) is 0.339.